From a dataset of Forward reaction prediction with 1.9M reactions from USPTO patents (1976-2016). Predict the product of the given reaction. (1) The product is: [C:1]([C:5]1[S:6][C:7]2[CH:13]=[C:12]([Cl:14])[CH:11]=[C:10]([CH2:15][OH:16])[C:8]=2[N:9]=1)([CH3:4])([CH3:2])[CH3:3]. Given the reactants [C:1]([C:5]1[S:6][C:7]2[C:8](=[C:10]([C:15](OC)=[O:16])[CH:11]=[C:12]([Cl:14])[CH:13]=2)[N:9]=1)([CH3:4])([CH3:3])[CH3:2].[H-].[H-].[H-].[H-].[Li+].[Al+3], predict the reaction product. (2) Given the reactants [Cl:1][C:2]1[CH:3]=[C:4]([N+:21]([O-])=O)[C:5]([NH:8][CH2:9][C:10]2[CH:20]=[CH:19][C:13]3[N:14]=[C:15]([S:17][CH3:18])[S:16][C:12]=3[CH:11]=2)=[N:6][CH:7]=1.BrC1C(OC)=CC(NCC2C=CC3N=C(SC)SC=3C=2)=C([N+]([O-])=O)C=1, predict the reaction product. The product is: [Cl:1][C:2]1[CH:3]=[C:4]([NH2:21])[C:5]([NH:8][CH2:9][C:10]2[CH:20]=[CH:19][C:13]3[N:14]=[C:15]([S:17][CH3:18])[S:16][C:12]=3[CH:11]=2)=[N:6][CH:7]=1. (3) Given the reactants [CH2:1]([C:5]1[N:6]([CH2:33][CH2:34][S:35][C:36]2[CH:41]=[CH:40][CH:39]=[CH:38][CH:37]=2)[C:7]2[C:16]3[CH2:15][CH2:14][CH2:13][CH2:12][C:11]=3[N:10]=[C:9]([N:17](C(OC(C)(C)C)=O)C(OC(C)(C)C)=O)[C:8]=2[N:32]=1)[CH2:2][CH2:3][CH3:4].Cl.[Cl:43]CCl, predict the reaction product. The product is: [ClH:43].[CH2:1]([C:5]1[N:6]([CH2:33][CH2:34][S:35][C:36]2[CH:41]=[CH:40][CH:39]=[CH:38][CH:37]=2)[C:7]2[C:16]3[CH2:15][CH2:14][CH2:13][CH2:12][C:11]=3[N:10]=[C:9]([NH2:17])[C:8]=2[N:32]=1)[CH2:2][CH2:3][CH3:4]. (4) Given the reactants [CH2:1]([O:8][C:9]1[CH:18]=[C:17]2[C:12]([CH:13]=[CH:14][C:15](=[O:19])[NH:16]2)=[N:11][CH:10]=1)[C:2]1[CH:7]=[CH:6][CH:5]=[CH:4][CH:3]=1.C1OCCOCCOCCOCCOCCOC1.C(=O)([O-])[O-].[Na+].[Na+].I[CH2:45][CH2:46][C:47]12[CH2:54][CH2:53][C:50]([NH:55][C:56](=[O:62])[O:57][C:58]([CH3:61])([CH3:60])[CH3:59])([CH2:51][CH2:52]1)[CH2:49][O:48]2, predict the reaction product. The product is: [CH2:1]([O:8][C:9]1[CH:18]=[C:17]2[C:12]([CH:13]=[CH:14][C:15](=[O:19])[N:16]2[CH2:45][CH2:46][C:47]23[CH2:54][CH2:53][C:50]([NH:55][C:56](=[O:62])[O:57][C:58]([CH3:61])([CH3:60])[CH3:59])([CH2:51][CH2:52]2)[CH2:49][O:48]3)=[N:11][CH:10]=1)[C:2]1[CH:3]=[CH:4][CH:5]=[CH:6][CH:7]=1. (5) Given the reactants [Br:1][C:2]1[CH:3]=[C:4]2[C:9](=[CH:10][CH:11]=1)[N:8]=[C:7]([C:12]([OH:14])=[O:13])[CH:6]=[CH:5]2.CN(C(ON1N=N[C:25]2[CH:26]=CC=N[C:24]1=2)=[N+](C)C)C.F[P-](F)(F)(F)(F)F.CC(O)C.C(N(CC)C(C)C)(C)C, predict the reaction product. The product is: [Br:1][C:2]1[CH:3]=[C:4]2[C:9](=[CH:10][CH:11]=1)[N:8]=[C:7]([C:12]([O:14][CH:25]([CH3:26])[CH3:24])=[O:13])[CH:6]=[CH:5]2. (6) Given the reactants C([O:3][C:4](=[O:36])[C@@H:5]([O:33][CH2:34][CH3:35])[CH2:6][C:7]1[CH:12]=[CH:11][C:10]([O:13][CH2:14][C:15]2[S:19][C:18]([C:20]3[CH:25]=[CH:24][C:23]([C:26]4[O:30][N:29]=[C:28]([CH3:31])[CH:27]=4)=[CH:22][CH:21]=3)=[N:17][C:16]=2[CH3:32])=[CH:9][CH:8]=1)C.BrC1(COC2C=CC(C[C@H](OCC)C(OCC)=O)=CC=2)NC(C)=CS1.CC1C=C(C2C=CC(B3OC(C)(C)C(C)(C)O3)=CC=2)ON=1, predict the reaction product. The product is: [CH2:34]([O:33][C@@H:5]([CH2:6][C:7]1[CH:12]=[CH:11][C:10]([O:13][CH2:14][C:15]2[S:19][C:18]([C:20]3[CH:25]=[CH:24][C:23]([C:26]4[O:30][N:29]=[C:28]([CH3:31])[CH:27]=4)=[CH:22][CH:21]=3)=[N:17][C:16]=2[CH3:32])=[CH:9][CH:8]=1)[C:4]([OH:36])=[O:3])[CH3:35]. (7) The product is: [C:12]([CH2:14][C:15]([NH:1][N:2]1[CH:6]=[CH:5][N:4]=[C:3]1[C:7]([O:9][CH2:10][CH3:11])=[O:8])=[O:16])#[N:13]. Given the reactants [NH2:1][N:2]1[CH:6]=[CH:5][N:4]=[C:3]1[C:7]([O:9][CH2:10][CH3:11])=[O:8].[C:12]([CH2:14][C:15](Cl)=[O:16])#[N:13].N1C=CC=CC=1, predict the reaction product.